Predict the reactants needed to synthesize the given product. From a dataset of Full USPTO retrosynthesis dataset with 1.9M reactions from patents (1976-2016). (1) Given the product [C:44]([N:41]1[CH2:40][CH2:39][N:38]([C:35]2[CH:36]=[CH:37][C:32]([NH:31][C:2]3[C:3]4[NH:21][N:20]=[CH:19][C:4]=4[N:5]=[C:6]([C:8]4[CH:18]=[CH:17][C:11]5[O:12][CH2:13][C:14](=[O:16])[NH:15][C:10]=5[CH:9]=4)[N:7]=3)=[CH:33][CH:34]=2)[CH2:43][CH2:42]1)(=[O:46])[CH3:45], predict the reactants needed to synthesize it. The reactants are: Cl[C:2]1[C:3]2[C:4](=[CH:19][N:20](CC3C=CC(OC)=CC=3)[N:21]=2)[N:5]=[C:6]([C:8]2[CH:18]=[CH:17][C:11]3[O:12][CH2:13][C:14](=[O:16])[NH:15][C:10]=3[CH:9]=2)[N:7]=1.[NH2:31][C:32]1[CH:37]=[CH:36][C:35]([N:38]2[CH2:43][CH2:42][N:41]([C:44](=[O:46])[CH3:45])[CH2:40][CH2:39]2)=[CH:34][CH:33]=1.Cl. (2) Given the product [Br:1][C:2]1[CH:3]=[C:4]([C:9]([O:11][CH3:12])=[O:10])[CH:5]=[N:6][C:7]=1[I:17], predict the reactants needed to synthesize it. The reactants are: [Br:1][C:2]1[CH:3]=[C:4]([C:9]([O:11][CH3:12])=[O:10])[CH:5]=[N:6][C:7]=1Cl.C[Si]([I:17])(C)C.[I-].[Na+]. (3) Given the product [Cl:10][C:11]1[CH:12]=[C:13]2[C:17](=[CH:18][CH:19]=1)[NH:16][C:15]([C:20]([NH:7][CH2:6][CH:5]([OH:8])[C:4]([OH:3])=[O:9])=[O:21])=[CH:14]2, predict the reactants needed to synthesize it. The reactants are: Cl.C[O:3][C:4](=[O:9])[CH:5]([OH:8])[CH2:6][NH2:7].[Cl:10][C:11]1[CH:12]=[C:13]2[C:17](=[CH:18][CH:19]=1)[NH:16][C:15]([C:20](O)=[O:21])=[CH:14]2. (4) Given the product [CH3:12][O:13][C:14]1[CH:15]=[C:16]([CH:18]=[CH:19][CH:20]=1)[N:17]=[CH:10][C:6]1[N:5]2[N:1]=[CH:2][CH:3]=[C:4]2[CH:9]=[CH:8][CH:7]=1, predict the reactants needed to synthesize it. The reactants are: [N:1]1[N:5]2[C:6]([CH:10]=O)=[CH:7][CH:8]=[CH:9][C:4]2=[CH:3][CH:2]=1.[CH3:12][O:13][C:14]1[CH:15]=[C:16]([CH:18]=[CH:19][CH:20]=1)[NH2:17]. (5) Given the product [CH2:9]([C:5]1[CH:6]=[CH:7][CH:8]=[C:3]([CH2:1][CH3:2])[C:4]=1[C:11]1[N:16]=[C:15]([O:17][CH3:18])[C:14]([CH:19]([CH2:20][CH2:21][CH3:22])[CH2:23][CH2:24][CH3:25])=[C:13]([CH3:27])[N:12]=1)[CH3:10], predict the reactants needed to synthesize it. The reactants are: [CH2:1]([C:3]1[CH:8]=[CH:7][CH:6]=[C:5]([CH2:9][CH3:10])[C:4]=1[C:11]1[N:16]=[C:15]([O:17][CH3:18])[C:14]([C:19](O)([CH2:23][CH2:24][CH3:25])[CH2:20][CH2:21][CH3:22])=[C:13]([CH3:27])[N:12]=1)[CH3:2].O=S(Cl)Cl.